From a dataset of Catalyst prediction with 721,799 reactions and 888 catalyst types from USPTO. Predict which catalyst facilitates the given reaction. (1) Reactant: [CH:1]1([C:4](=[O:9])[CH2:5][CH2:6][CH2:7][OH:8])[CH2:3][CH2:2]1.[Cr](Cl)([O-])(=O)=O.[NH+]1C=CC=CC=1.C(OCC)C. Product: [CH:1]1([C:4](=[O:9])[CH2:5][CH2:6][CH:7]=[O:8])[CH2:3][CH2:2]1. The catalyst class is: 4. (2) Reactant: C(OC(=O)[NH:7][CH:8]1[CH2:12][CH2:11][N:10]([C:13]2[C:14]3[S:21][CH:20]=[CH:19][C:15]=3[N:16]=[CH:17][N:18]=2)[CH2:9]1)(C)(C)C.[ClH:23].CCOCC. Product: [ClH:23].[N:16]1[C:15]2[CH:19]=[CH:20][S:21][C:14]=2[C:13]([N:10]2[CH2:11][CH2:12][CH:8]([NH2:7])[CH2:9]2)=[N:18][CH:17]=1. The catalyst class is: 2. (3) Reactant: Cl.[NH2:2][C:3]1[CH:4]=[C:5]2[C:11]([C:12]3[CH:13]=[C:14]4[C:18](=[C:19]([C:21]([OH:23])=[O:22])[CH:20]=3)[NH:17][N:16]=[CH:15]4)=[CH:10][NH:9][C:6]2=[CH:7][N:8]=1.[CH2:24]([NH2:31])[C:25]1[CH:30]=[CH:29][CH:28]=[CH:27][CH:26]=1.CN(C(ON1N=NC2C=CC=NC1=2)=[N+](C)C)C.F[P-](F)(F)(F)(F)F. Product: [C:21]([OH:23])(=[O:22])[CH3:19].[CH2:24]([NH:31][C:21]([C:19]1[CH:20]=[C:12]([C:11]2[C:5]3[C:6](=[CH:7][N:8]=[C:3]([NH2:2])[CH:4]=3)[NH:9][CH:10]=2)[CH:13]=[C:14]2[C:18]=1[NH:17][N:16]=[CH:15]2)=[O:23])[C:25]1[CH:30]=[CH:29][CH:28]=[CH:27][CH:26]=1. The catalyst class is: 3. (4) Reactant: [I:1][C:2]1[CH:3]=[CH:4][C:5]([NH2:8])=[N:6][CH:7]=1.[C:9](O[C:9]([O:11][C:12]([CH3:15])([CH3:14])[CH3:13])=[O:10])([O:11][C:12]([CH3:15])([CH3:14])[CH3:13])=[O:10]. Product: [C:12]([O:11][C:9](=[O:10])[NH:8][C:5]1[CH:4]=[CH:3][C:2]([I:1])=[CH:7][N:6]=1)([CH3:15])([CH3:14])[CH3:13]. The catalyst class is: 1. (5) Product: [CH2:7]([C:15]1[CH:16]=[CH:17][C:18]([O:19][CH2:20][CH:21]([OH:22])[CH2:23][N:2]2[CH:6]=[CH:5][CH:4]=[N:3]2)=[CH:24][CH:25]=1)[CH2:8][CH2:9][CH2:10][CH2:11][CH2:12][CH2:13][CH3:14]. The catalyst class is: 1. Reactant: [Na].[NH:2]1[CH:6]=[CH:5][CH:4]=[N:3]1.[CH2:7]([C:15]1[CH:25]=[CH:24][C:18]([O:19][CH2:20][CH:21]2[CH2:23][O:22]2)=[CH:17][CH:16]=1)[CH2:8][CH2:9][CH2:10][CH2:11][CH2:12][CH2:13][CH3:14].[Na+].[Cl-]. (6) Reactant: N1C=CC=CC=1.Cl[C:8]([O:10][CH3:11])=[O:9].[NH2:12][CH2:13][CH2:14][O:15][C:16]1[C:25]2[C:20](=[CH:21][CH:22]=[CH:23][CH:24]=2)[CH:19]=[C:18]([CH2:26][N:27]([CH:35]2[CH2:37][CH2:36]2)[C:28](=[O:34])[O:29][C:30]([CH3:33])([CH3:32])[CH3:31])[CH:17]=1.O. Product: [C:30]([O:29][C:28]([N:27]([CH2:26][C:18]1[CH:17]=[C:16]([O:15][CH2:14][CH2:13][NH:12][C:8](=[O:9])[O:10][CH3:11])[C:25]2[C:20]([CH:19]=1)=[CH:21][CH:22]=[CH:23][CH:24]=2)[CH:35]1[CH2:36][CH2:37]1)=[O:34])([CH3:31])([CH3:32])[CH3:33]. The catalyst class is: 22. (7) Reactant: [Cl:1][C:2]1[CH:7]=[CH:6][C:5]([CH:8]([CH:11]2[CH2:16][CH2:15][N:14]([C:17]([O:19][C:20]([CH3:23])([CH3:22])[CH3:21])=[O:18])[CH2:13][CH2:12]2)[CH:9]=[O:10])=[CH:4][CH:3]=1.[BH4-].[Na+]. Product: [Cl:1][C:2]1[CH:7]=[CH:6][C:5]([CH:8]([CH:11]2[CH2:12][CH2:13][N:14]([C:17]([O:19][C:20]([CH3:23])([CH3:22])[CH3:21])=[O:18])[CH2:15][CH2:16]2)[CH2:9][OH:10])=[CH:4][CH:3]=1. The catalyst class is: 5.